The task is: Regression. Given a peptide amino acid sequence and an MHC pseudo amino acid sequence, predict their binding affinity value. This is MHC class II binding data.. This data is from Peptide-MHC class II binding affinity with 134,281 pairs from IEDB. The peptide sequence is ALQSHDDVALVSVMW. The MHC is DRB1_0901 with pseudo-sequence DRB1_0901. The binding affinity (normalized) is 0.346.